From a dataset of Full USPTO retrosynthesis dataset with 1.9M reactions from patents (1976-2016). Predict the reactants needed to synthesize the given product. (1) Given the product [CH3:15][O:14][C:13]1[N:8]2[N:7]=[C:6]([CH:2]=[O:1])[CH:24]=[C:9]2[C:10]([CH2:16][CH2:17][C:18]2[CH:19]=[CH:20][N:21]=[CH:22][CH:23]=2)=[CH:11][CH:12]=1, predict the reactants needed to synthesize it. The reactants are: [O:1]1CCO[CH:2]1[C:6]1[CH:24]=[C:9]2[C:10]([CH2:16][CH2:17][C:18]3[CH:23]=[CH:22][N:21]=[CH:20][CH:19]=3)=[CH:11][CH:12]=[C:13]([O:14][CH3:15])[N:8]2[N:7]=1.O.C1(C)C=CC(S(O)(=O)=O)=CC=1.C(=O)([O-])O.[Na+]. (2) Given the product [CH3:28][C:22]1[CH:23]=[N:24][CH:25]=[C:26]([CH3:27])[C:21]=1[NH:20][C:14]1[C:13]2[C:18](=[C:9]([O:8][CH2:7][CH2:6][CH2:5][CH2:4][CH2:3][CH2:2][N:35]3[CH2:36][CH2:37][N:32]([CH3:31])[CH2:33][CH2:34]3)[C:10]([O:29][CH3:30])=[CH:11][CH:12]=2)[NH:17][C:16](=[O:19])[CH:15]=1, predict the reactants needed to synthesize it. The reactants are: Cl[CH2:2][CH2:3][CH2:4][CH2:5][CH2:6][CH2:7][O:8][C:9]1[C:10]([O:29][CH3:30])=[CH:11][CH:12]=[C:13]2[C:18]=1[NH:17][C:16](=[O:19])[CH:15]=[C:14]2[NH:20][C:21]1[C:26]([CH3:27])=[CH:25][N:24]=[CH:23][C:22]=1[CH3:28].[CH3:31][N:32]1[CH2:37][CH2:36][NH:35][CH2:34][CH2:33]1. (3) Given the product [CH3:32][S:33]([O:29][CH:22]1[C:21]([CH3:31])([CH3:30])[C:20]2[C:24](=[CH:25][CH:26]=[C:18]([CH2:17][CH2:16][N:13]3[CH2:14][CH2:15][N:10]([C:3]4[C:4]5[CH:9]=[CH:8][CH:7]=[CH:6][C:5]=5[O:1][N:2]=4)[CH2:11][CH2:12]3)[CH:19]=2)[C:23]1([CH3:27])[CH3:28])(=[O:35])=[O:34], predict the reactants needed to synthesize it. The reactants are: [O:1]1[C:5]2[CH:6]=[CH:7][CH:8]=[CH:9][C:4]=2[C:3]([N:10]2[CH2:15][CH2:14][N:13]([CH2:16][CH2:17][C:18]3[CH:19]=[C:20]4[C:24](=[CH:25][CH:26]=3)[C:23]([CH3:28])([CH3:27])[CH:22]([OH:29])[C:21]4([CH3:31])[CH3:30])[CH2:12][CH2:11]2)=[N:2]1.[CH3:32][S:33](O)(=[O:35])=[O:34]. (4) Given the product [OH:24][CH2:23][C:3]([NH:25][C:26](=[O:28])[CH3:27])([CH2:2][OH:1])[CH2:4][C:5]1[C:13]2[C:8](=[CH:9][C:10]([CH2:14][CH2:15][CH2:16][CH2:17][CH2:18][CH2:19][CH2:20][CH3:21])=[CH:11][CH:12]=2)[CH2:7][CH:6]=1, predict the reactants needed to synthesize it. The reactants are: [OH:1][CH2:2][C:3]([NH:25][C:26](=[O:28])[CH3:27])([CH2:23][OH:24])[CH2:4][CH:5]1[C:13]2[C:8](=[CH:9][C:10]([CH2:14][CH2:15][CH2:16][CH2:17][CH2:18][CH2:19][CH2:20][CH3:21])=[CH:11][CH:12]=2)[CH2:7][CH:6]1O.C1(C)C(S(O)(=O)=O)=CC=CC=1.O.C(=O)(O)[O-]. (5) Given the product [Cl:2][C:3]1[CH:8]=[CH:7][CH:6]=[CH:5][C:4]=1[N:9]1[C:13](=[O:14])[C:12]2=[C:15]([CH3:16])[N:17]([CH2:18][C:19]3[CH:24]=[CH:23][CH:22]=[CH:21][N:20]=3)[C:26](=[O:28])[CH:25]=[C:11]2[NH:10]1, predict the reactants needed to synthesize it. The reactants are: [Na].[Cl:2][C:3]1[CH:8]=[CH:7][CH:6]=[CH:5][C:4]=1[N:9]1[C:13](=[O:14])/[C:12](=[C:15](/[NH:17][CH2:18][C:19]2[CH:24]=[CH:23][CH:22]=[CH:21][N:20]=2)\[CH3:16])/[C:11]([CH2:25][C:26]([O:28]C)=O)=[N:10]1.Cl. (6) Given the product [Cl:1][C:2]1[CH:7]=[CH:6][C:5]([N:8]2[C:13](=[O:14])[CH:12]=[C:11]([C:15]([F:17])([F:18])[F:16])[N:10]([CH3:27])[C:9]2=[O:19])=[C:4]([N+:20]([O-:22])=[O:21])[CH:3]=1, predict the reactants needed to synthesize it. The reactants are: [Cl:1][C:2]1[CH:7]=[CH:6][C:5]([N:8]2[C:13](=[O:14])[CH:12]=[C:11]([C:15]([F:18])([F:17])[F:16])[NH:10][C:9]2=[O:19])=[C:4]([N+:20]([O-:22])=[O:21])[CH:3]=1.S(OC)(O[CH3:27])(=O)=O.C(=O)([O-])[O-].[K+].[K+].